Dataset: Catalyst prediction with 721,799 reactions and 888 catalyst types from USPTO. Task: Predict which catalyst facilitates the given reaction. (1) Product: [CH2:31]([O:30][P:29]([C:2]1[CH:7]=[CH:6][CH:5]=[CH:4][C:3]=1[NH:8][C:9]([C:11]1[C:12](=[O:28])[N:13]([CH2:23][CH2:24][CH:25]2[CH2:27][CH2:26]2)[C:14]2[C:19]([C:20]=1[OH:21])=[CH:18][C:17]([F:22])=[CH:16][CH:15]=2)=[NH:10])([O:33][CH2:34][CH3:35])=[O:36])[CH3:32]. The catalyst class is: 524. Reactant: Br[C:2]1[CH:7]=[CH:6][CH:5]=[CH:4][C:3]=1[NH:8][C:9]([C:11]1[C:12](=[O:28])[N:13]([CH2:23][CH2:24][CH:25]2[CH2:27][CH2:26]2)[C:14]2[C:19]([C:20]=1[OH:21])=[CH:18][C:17]([F:22])=[CH:16][CH:15]=2)=[NH:10].[P:29]([O:36]CC)([O:33][CH2:34][CH3:35])[O:30][CH2:31][CH3:32]. (2) Product: [Br:20][C:17]1[CH:16]=[CH:15][C:14]([CH:6]([C:7]2[CH:8]=[CH:9][C:10]([Cl:13])=[CH:11][CH:12]=2)[CH2:5][C:4]([OH:23])=[O:3])=[CH:19][CH:18]=1. The catalyst class is: 6. Reactant: C([O:3][C:4](=[O:23])[CH:5](C#N)[CH:6]([C:14]1[CH:19]=[CH:18][C:17]([Br:20])=[CH:16][CH:15]=1)[C:7]1[CH:12]=[CH:11][C:10]([Cl:13])=[CH:9][CH:8]=1)C.C(O)(=O)C.S(=O)(=O)(O)O. (3) Reactant: C(OC([N:8]1[CH2:13][CH2:12][N:11]([C:14]2[N:19]=[C:18]([C:20]3[CH:25]=[CH:24][N:23]=[C:22]([NH:26][CH:27]4[CH2:32][CH2:31][CH2:30][CH2:29][CH2:28]4)[CH:21]=3)[CH:17]=[CH:16][CH:15]=2)[CH2:10][CH2:9]1)=O)(C)(C)C.C(O)(C(F)(F)F)=O. Product: [CH:27]1([NH:26][C:22]2[CH:21]=[C:20]([C:18]3[CH:17]=[CH:16][CH:15]=[C:14]([N:11]4[CH2:12][CH2:13][NH:8][CH2:9][CH2:10]4)[N:19]=3)[CH:25]=[CH:24][N:23]=2)[CH2:32][CH2:31][CH2:30][CH2:29][CH2:28]1. The catalyst class is: 2.